The task is: Binary Classification. Given two protein amino acid sequences, predict whether they physically interact or not.. This data is from Human Reference Interactome with 51,813 positive PPI pairs across 8,248 proteins, plus equal number of experimentally-validated negative pairs. (1) Protein 2 (ENSG00000085831) has sequence MDSSPSLPLIRTPESSLHEALDQCMTALDLFLTNQFSEALSYLKPRTKESMYHSLTYATILEMQAMMTFDPQDILLAGNMMKEAQMLCQRHRRKSSVTDSFSSLVNRPTLGQFTEEEIHAEVCYAECLLQRAALTFLQGSSHGGAVRPRALHDPSHACSCPPGPGRQHLFLLQDENMVSFIKGGIKVRNSYQTYKELDSLVQSSQYCKGENHPHFEGGVKLGVGAFNLTLSMLPTRILRLLEFVGFSGNKDYGLLQLEEGASGHSFRSVLCVMLLLCYHTFLTFVLGTGNVNIEEAEKLL.... Result: 0 (the proteins do not interact). Protein 1 (ENSG00000154328) has sequence MPEGPLVRKFHHLVSPFVGQQVVKTGGSSKKLQPASLQSLWLQDTQVHGKKLFLRFDLDEEMGPPGSSPTPEPPQKEVQKEGAADPKQVGEPSGQKTLDGSSRSAELVPQGEDDSEYLERDAPAGDAGRWLRVSFGLFGSVWVNDFSRAKKANKRGDWRDPSPRLVLHFGGGGFLAFYNCQLSWSSSPVVTPTCDILSEKFHRGQALEALGQAQPVCYTLLDQRYFSGLGNIIKNEALYRAGIHPLSLGSVLSASRREVLVDHVVEFSTAWLQGKFQGRPQHTQVYQKEQCPAGHQVMKE.... (2) Protein 1 (ENSG00000186971) has sequence MSYNCCSRNFSSRSFGGYLYYPGSYPSSLVYSTALCSPSTCQLRSSLYRDCQKTCWEPASCQKSCYRPRTSILCCPCQTTCSGSLGFRSSSCRSQGYGSRCCYSLGNGSSGFRFLKYGGCGFPSLSYGSRFCYPNYLASGAWQSSCYRPICGSRFYQFTC*. Protein 2 (ENSG00000172379) has sequence MATPAAVNPPEMASDIPGSVTLPVAPMAATGQVRMAGAMPARGGKRRSGMDFDDEDGEGPSKFSRENHSEIERRRRNKMTQYITELSDMVPTCSALARKPDKLTILRMAVSHMKSMRGTGNKSTDGAYKPSFLTEQELKHLILEAADGFLFVVAAETGRVIYVSDSVTPVLNQPQSEWFGSTLYEQVHPDDVEKLREQLCTSENSMTGRILDLKTGTVKKEGQQSSMRMCMGSRRSFICRMRCGNAPLDHLPLNRITTMRKRFRNGLGPVKEGEAQYAVVHCTGYIKAWPPAGMTIPEED.... Result: 0 (the proteins do not interact). (3) Protein 1 (ENSG00000182107) has sequence MTWSATARGAHQPDNTAFTQQRLPAWQPLLSASIALPLFFCAGLAFIGLGLGLYYSSNGIKELEYDYTGDPGTGNCSVCAAAGQGRALPPPCSCAWYFSLPELFQGPVYLYYELTNFYQNNRRYGVSRDDAQLSGLPSALRHPVNECAPYQRSAAGLPIAPCGAIANSLFNDSFSLWHQRQPGGPYVEVPLDRSGIAWWTDYHVKFRNPPLVNGSLALAFQGTAPPPNWRRPVYELSPDPNNTGFINQDFVVWMRTAALPTFRKLYARIRQGNYSAGLPRGAYRVNITYNYPVRAFGGHK.... Protein 2 (ENSG00000139985) has sequence MAVDGTLVYIRVTLLLLWLGVFLSISGYCQAGPSQHFTSPEVVIPLKVISRGRSAKAPGWLSYSLRFGGQKHVVHMRVKKLLVSRHLPVFTYTDDRALLEDQLFIPDDCYYHGYVEAAPESLVVFSACFGGFRGVLKISGLTYEIEPIRHSATFEHLVYKINSNETQFPAMRCGLTEKEVARQQLEFEEAENSALEPKSAGDWWTHAWFLELVVVVNHDFFIYSQSNISKVQEDVFLVVNIVDSMYKQLGTYIILIGIEIWNQGNVFPMTSIEQVLNDFSQWKQISLSQLQHDAAHMFIK.... Result: 0 (the proteins do not interact). (4) Protein 1 (ENSG00000123500) has sequence MLPQIPFLLLVSLNLVHGVFYAERYQMPTGIKGPLPNTKTQFFIPYTIKSKGIAVRGEQGTPGPPGPAGPRGHPGPSGPPGKPGYGSPGLQGEPGLPGPPGPSAVGKPGVPGLPGKPGERGPYGPKGDVGPAGLPGPRGPPGPPGIPGPAGISVPGKPGQQGPTGAPGPRGFPGEKGAPGVPGMNGQKGEMGYGAPGRPGERGLPGPQGPTGPSGPPGVGKRGENGVPGQPGIKGDRGFPGEMGPIGPPGPQGPPGERGPEGIGKPGAAGAPGQPGIPGTKGLPGAPGIAGPPGPPGFGK.... Protein 2 (ENSG00000163032) has sequence MGKQNSKLAPEVMEDLVKSTEFNEHELKQWYKGFLKDCPSGRLNLEEFQQLYVKFFPYGDASKFAQHAFRTFDKNGDGTIDFREFICALSITSRGSFEQKLNWAFNMYDLDGDGKITRVEMLEIIEAIYKMVGTVIMMKMNEDGLTPEQRVDKIFSKMDKNKDDQITLDEFKEAAKSDPSIVLLLQCDIQK*MGKQNSKLAPEVMEDLVKSTEFNEHELKQWYKGFLKDCPSGRLNLEEFQQLYVKFFPYGDASKFAQHAFRTFDKNGDGTIDFREFICALSITSRGSFEQKLNWAFNMY.... Result: 1 (the proteins interact).